Predict the reaction yield, written as a fraction of the theoretical maximum amount of product (1.0 means a 100% yield; for example, 0.34 means a 34% yield). From a dataset of Reaction yield outcomes from USPTO patents with 853,638 reactions. (1) The reactants are C([O:4][C:5]1[CH:10]=[C:9]([F:11])[CH:8]=[CH:7][C:6]=1[Br:12])C=C.[C:13]1(C)[CH:18]=C(C)C=C(C)[CH:14]=1.C(C1C(C(F)(F)F)=CC=C(Cl)C=1O)C=C. No catalyst specified. The product is [CH2:18]([C:10]1[C:9]([F:11])=[CH:8][CH:7]=[C:6]([Br:12])[C:5]=1[OH:4])[CH:13]=[CH2:14]. The yield is 0.950. (2) The reactants are [Cl:1][C:2]1[CH:12]=[CH:11][CH:10]=[CH:9][C:3]=1[C@@H:4]([OH:8])[C:5]([OH:7])=[O:6].P(=O)(Cl)(Cl)Cl.[CH3:18]O. No catalyst specified. The product is [Cl:1][C:2]1[CH:12]=[CH:11][CH:10]=[CH:9][C:3]=1[C@@H:4]([OH:8])[C:5]([O:7][CH3:18])=[O:6]. The yield is 0.950. (3) The reactants are [N+:1]([C:4]1[CH:9]=[CH:8][C:7]([CH2:10][C:11](O)=O)=[CH:6][CH:5]=1)([O-:3])=[O:2].C([N:18]([CH2:27][CH2:28][CH2:29][CH3:30])[C:19]1[CH:26]=[CH:25][C:22](C=O)=[CH:21][CH:20]=1)CCC. The catalyst is N1CCCCC1. The product is [CH2:4]([NH:1][C:19]1([NH:18][CH2:27][CH2:28][CH2:29][CH3:30])[CH:20]=[CH:21][C:22]([CH:11]=[CH:10][C:7]2[CH:8]=[CH:9][C:4]([N+:1]([O-:3])=[O:2])=[CH:5][CH:6]=2)=[CH:25][CH2:26]1)[CH2:5][CH2:6][CH3:7]. The yield is 0.160. (4) The reactants are Br[C:2]1[CH:3]=[C:4]2[C:14](=[CH:15][CH:16]=1)[O:13][C@:7]1([CH2:12][CH2:11][CH2:10][O:9][CH2:8]1)[CH2:6][C@@:5]12[C:21]([F:23])([F:22])[CH2:20][O:19][C:18]([NH2:24])=[N:17]1.[C:25]([C:27]1[CH:28]=[C:29](B(O)[OH:34])[CH:30]=[CH:31][CH:32]=1)#[N:26]. No catalyst specified. The product is [CH:20]([OH:19])=[O:34].[NH2:24][C:18]1[O:19][CH2:20][C:21]([F:23])([F:22])[C@:5]2([N:17]=1)[C:4]1[C:14](=[CH:15][CH:16]=[C:2]([C:31]3[CH:32]=[C:27]([CH:28]=[CH:29][CH:30]=3)[C:25]#[N:26])[CH:3]=1)[O:13][C@:7]1([CH2:12][CH2:11][CH2:10][O:9][CH2:8]1)[CH2:6]2. The yield is 0.250. (5) The reactants are [CH3:1][O:2][C:3]1[C:4]2[N:5]([N:19]=[C:20]([C:22]3([C:25]([OH:27])=[O:26])[CH2:24][CH2:23]3)[N:21]=2)[C:6]([C:9]2[CH:10]=[C:11]3[C:15](=[CH:16][CH:17]=2)[C:14](=[O:18])[O:13][CH2:12]3)=[CH:7][CH:8]=1.[CH2:28](O)[CH:29]([CH3:31])[CH3:30].CCN=C=NCCCN(C)C.Cl. The catalyst is CN(C1C=CN=CC=1)C.C(Cl)Cl. The product is [CH3:28][CH:29]([CH3:31])[CH2:30][O:26][C:25]([C:22]1([C:20]2[N:21]=[C:4]3[C:3]([O:2][CH3:1])=[CH:8][CH:7]=[C:6]([C:9]4[CH:10]=[C:11]5[C:15](=[CH:16][CH:17]=4)[C:14](=[O:18])[O:13][CH2:12]5)[N:5]3[N:19]=2)[CH2:23][CH2:24]1)=[O:27]. The yield is 0.620. (6) The reactants are C[O:2][C:3]1[CH:12]=[CH:11][C:10]2[N:9]=[C:8]([C:13]3[CH:18]=[CH:17][CH:16]=[CH:15][CH:14]=3)[C:7]([C:19]3[CH:24]=[CH:23][CH:22]=[CH:21][CH:20]=3)=[N:6][C:5]=2[C:4]=1[C:25]([O:27]C)=[O:26].B(Br)(Br)Br. The catalyst is ClCCl. The product is [OH:2][C:3]1[CH:12]=[CH:11][C:10]2[N:9]=[C:8]([C:13]3[CH:18]=[CH:17][CH:16]=[CH:15][CH:14]=3)[C:7]([C:19]3[CH:20]=[CH:21][CH:22]=[CH:23][CH:24]=3)=[N:6][C:5]=2[C:4]=1[C:25]([OH:27])=[O:26]. The yield is 0.880. (7) The reactants are C(OC([O:6][CH2:7][C:8]1[CH:13]=[C:12]([CH2:14][O:15][CH:16](OCC)[CH3:17])[CH:11]=[CH:10][C:9]=1Br)C)C.C(OCCOCC1C=CC=C(COCCOCC)C=1Br)C.C([Li])CCC.[F:48][C:49]1[CH:56]=[CH:55]C(C=O)=[CH:51][CH:50]=1.[Cl-].[NH4+]. The catalyst is O1CCCC1.CCCCCC. The product is [F:48][C:49]1[CH:56]=[CH:55][C:17]([CH:16]2[C:11]3[C:12](=[CH:13][C:8]([CH2:7][OH:6])=[CH:9][CH:10]=3)[CH2:14][O:15]2)=[CH:51][CH:50]=1. The yield is 0.887. (8) The reactants are CN(C=O)C.S(Cl)([Cl:8])=O.[CH2:10]([O:21][C:22]1[CH:23]=[C:24]([CH:27]=[C:28]([O:30][CH2:31][CH2:32][CH2:33][CH2:34][CH2:35][CH2:36][CH2:37][CH2:38][CH2:39][CH2:40][CH3:41])[CH:29]=1)[CH2:25]O)[CH2:11][CH2:12][CH2:13][CH2:14][CH2:15][CH2:16][CH2:17][CH2:18][CH2:19][CH3:20].N1C=CC=CC=1. The catalyst is ClCCl. The product is [CH2:10]([O:21][C:22]1[CH:23]=[C:24]([CH:27]=[C:28]([O:30][CH2:31][CH2:32][CH2:33][CH2:34][CH2:35][CH2:36][CH2:37][CH2:38][CH2:39][CH2:40][CH3:41])[CH:29]=1)[CH2:25][Cl:8])[CH2:11][CH2:12][CH2:13][CH2:14][CH2:15][CH2:16][CH2:17][CH2:18][CH2:19][CH3:20]. The yield is 0.945. (9) The reactants are S(=O)(=O)(O)O.[C:6]([OH:25])(=[O:24])[C:7]1[CH:12]=[CH:11][CH:10]=[CH:9][C:8]=1[S:13][S:14][C:15]1[CH:23]=[CH:22][CH:21]=[CH:20][C:16]=1[C:17]([OH:19])=O.[C:26]([O-])(O)=O.[Na+].[CH3:31][OH:32]. No catalyst specified. The product is [CH3:31][O:32][C:17]([C:16]1[CH:20]=[CH:21][CH:22]=[CH:23][C:15]=1[S:14][S:13][C:8]1[CH:9]=[CH:10][CH:11]=[CH:12][C:7]=1[C:6]([O:25][CH3:26])=[O:24])=[O:19]. The yield is 0.820. (10) The reactants are [CH:1]1[C:13]2[CH2:12][C:11]3[C:6](=[CH:7][CH:8]=[CH:9][CH:10]=3)[C:5]=2[CH:4]=[CH:3][CH:2]=1.[CH2:14]([Li])[CH2:15][CH2:16][CH3:17].[CH2:19](Br)[CH2:20][CH2:21][CH2:22][CH2:23][CH2:24][CH2:25][CH3:26].O. The catalyst is C1COCC1.CCCCCC. The product is [CH2:17]([C:12]1([CH2:19][CH2:20][CH2:21][CH2:22][CH2:23][CH2:24][CH2:25][CH3:26])[C:11]2[CH:10]=[CH:9][CH:8]=[CH:7][C:6]=2[C:5]2[C:13]1=[CH:1][CH:2]=[CH:3][CH:4]=2)[CH2:16][CH2:15][CH2:14][CH2:13][CH2:1][CH2:2][CH3:3]. The yield is 0.852.